Dataset: Full USPTO retrosynthesis dataset with 1.9M reactions from patents (1976-2016). Task: Predict the reactants needed to synthesize the given product. (1) Given the product [CH:11]1([CH2:16][CH2:17][CH:18]=[O:19])[CH2:15][CH2:14][CH2:13][CH2:12]1, predict the reactants needed to synthesize it. The reactants are: C(Cl)(=O)C(Cl)=O.CS(C)=O.[CH:11]1([CH2:16][CH2:17][CH2:18][OH:19])[CH2:15][CH2:14][CH2:13][CH2:12]1.C(N(CC)CC)C. (2) Given the product [Br:1][C:2]1[CH:3]=[CH:4][C:5]([F:10])=[C:6]([CH:7]2[O:25][CH2:24][CH2:23][O:8]2)[CH:9]=1, predict the reactants needed to synthesize it. The reactants are: [Br:1][C:2]1[CH:3]=[CH:4][C:5]([F:10])=[C:6]([CH:9]=1)[CH:7]=[O:8].O.CC1C=CC=CC=1S(O)(=O)=O.[CH2:23](O)[CH2:24][OH:25].C1(C)C=CC=CC=1. (3) The reactants are: [O:1]1[C:5]2[CH:6]=[CH:7][C:8]([CH:10]=[C:11]3[CH2:16][CH2:15][N:14]([C:17]([O:19][C:20]([CH3:23])([CH3:22])[CH3:21])=[O:18])[CH2:13][CH2:12]3)=[CH:9][C:4]=2[O:3][CH2:2]1. Given the product [O:1]1[C:5]2[CH:6]=[CH:7][C:8]([CH2:10][CH:11]3[CH2:12][CH2:13][N:14]([C:17]([O:19][C:20]([CH3:23])([CH3:22])[CH3:21])=[O:18])[CH2:15][CH2:16]3)=[CH:9][C:4]=2[O:3][CH2:2]1, predict the reactants needed to synthesize it. (4) Given the product [Cl:1][C:2]1[N:3]=[C:4]([N:32]2[CH2:33][CH2:34][CH2:35][C@@H:31]2[CH3:30])[C:5]2[CH2:10][O:9][CH:8]([C:11]3[CH:16]=[CH:15][C:14]([F:17])=[CH:13][CH:12]=3)[C:6]=2[N:7]=1, predict the reactants needed to synthesize it. The reactants are: [Cl:1][C:2]1[N:3]=[C:4](Cl)[C:5]2[CH2:10][O:9][CH:8]([C:11]3[CH:16]=[CH:15][C:14]([F:17])=[CH:13][CH:12]=3)[C:6]=2[N:7]=1.C1(C)C=CC(S(O)(=O)=O)=CC=1.[CH3:30][C@H:31]1[CH2:35][CH2:34][CH2:33][NH:32]1. (5) The reactants are: [Cl:1][C:2]1[CH:7]=[CH:6][C:5]([C:8](=[O:17])[CH2:9][C:10]2[CH:15]=[CH:14][C:13]([Cl:16])=[CH:12][CH:11]=2)=[CH:4][CH:3]=1.[BH4-].[Na+].O. Given the product [Cl:1][C:2]1[CH:7]=[CH:6][C:5]([CH:8]([OH:17])[CH2:9][C:10]2[CH:15]=[CH:14][C:13]([Cl:16])=[CH:12][CH:11]=2)=[CH:4][CH:3]=1, predict the reactants needed to synthesize it. (6) Given the product [CH3:1][O:2][C:3]([C:5]1[N:6]=[C:7]([CH3:24])[C:8]2[C:13]([C:14]=1[OH:15])=[CH:12][CH:11]=[C:10]([S:16][C:17]1[CH:22]=[CH:21][CH:20]=[CH:19][CH:18]=1)[CH:9]=2)=[O:4], predict the reactants needed to synthesize it. The reactants are: [CH3:1][O:2][C:3]([C:5]1[N:6]=[C:7](Br)[C:8]2[C:13]([C:14]=1[OH:15])=[CH:12][CH:11]=[C:10]([S:16][C:17]1[CH:22]=[CH:21][CH:20]=[CH:19][CH:18]=1)[CH:9]=2)=[O:4].[CH3:24]B1OBOBO1.C(=O)([O-])[O-].[K+].[K+].